From a dataset of Full USPTO retrosynthesis dataset with 1.9M reactions from patents (1976-2016). Predict the reactants needed to synthesize the given product. (1) Given the product [CH3:1][O:2][C:3](=[O:20])[CH2:4][C:13]1[CH:18]=[CH:17][CH:16]=[CH:15][C:14]=1[Cl:19], predict the reactants needed to synthesize it. The reactants are: [CH3:1][O:2][C:3](=[O:20])[CH:4]([C:13]1[CH:18]=[CH:17][CH:16]=[CH:15][C:14]=1[Cl:19])N1CC(=O)CC(S)C1.CC(OC(CP(OC)(OC)=O)=O)(C)C.[H-].[Na+].ClCCl. (2) Given the product [CH3:1][C@:2]1([C:8]2[CH:9]=[CH:10][C:11]([O:14][C:15]([F:18])([F:16])[F:17])=[CH:12][CH:13]=2)[CH2:6][O:5][C:4]([NH2:7])=[N:3]1, predict the reactants needed to synthesize it. The reactants are: [CH3:1][C:2]1([C:8]2[CH:13]=[CH:12][C:11]([O:14][C:15]([F:18])([F:17])[F:16])=[CH:10][CH:9]=2)[CH2:6][O:5][C:4]([NH2:7])=[N:3]1. (3) Given the product [CH2:1]([O:8][C:9]1[CH:10]=[CH:11][C:12]([CH2:15][C:16]([OH:21])=[O:18])=[N:13][CH:14]=1)[C:2]1[CH:7]=[CH:6][CH:5]=[CH:4][CH:3]=1, predict the reactants needed to synthesize it. The reactants are: [CH2:1]([O:8][C:9]1[CH:10]=[CH:11][C:12]([CH2:15][C:16]#N)=[N:13][CH:14]=1)[C:2]1[CH:7]=[CH:6][CH:5]=[CH:4][CH:3]=1.[OH-:18].[Na+].C[OH:21]. (4) The reactants are: [CH3:1][O:2][C:3](=[O:10])[CH2:4][C:5](=O)[CH2:6][O:7][CH3:8].[CH3:11]OC(OC)N(C)C.C1(C)C=CC(S(O)(=O)=O)=CC=1.Cl.[Cl:31][C:32]1[CH:37]=[CH:36][C:35]([NH:38][NH2:39])=[CH:34][CH:33]=1. Given the product [CH3:1][O:2][C:3]([C:4]1[CH:11]=[N:39][N:38]([C:35]2[CH:36]=[CH:37][C:32]([Cl:31])=[CH:33][CH:34]=2)[C:5]=1[CH2:6][O:7][CH3:8])=[O:10], predict the reactants needed to synthesize it. (5) Given the product [Cl:1][C:2]1[CH:10]=[CH:9][C:5]([C:6]([NH:39][CH2:38][CH2:37][CH2:36][O:35][CH3:34])=[O:8])=[CH:4][N:3]=1, predict the reactants needed to synthesize it. The reactants are: [Cl:1][C:2]1[CH:10]=[CH:9][C:5]([C:6]([OH:8])=O)=[CH:4][N:3]=1.C1C=CC2N(O)N=NC=2C=1.C(Cl)CCl.CCN(C(C)C)C(C)C.[CH3:34][O:35][CH2:36][CH2:37][CH2:38][NH2:39].